Dataset: Catalyst prediction with 721,799 reactions and 888 catalyst types from USPTO. Task: Predict which catalyst facilitates the given reaction. Reactant: F[C:2]1[CH:7]=[CH:6][C:5]([N+:8]([O-:10])=[O:9])=[CH:4][CH:3]=1.[O:11]1[CH2:15][CH2:14][CH:13]([OH:16])[CH2:12]1.[H-].[Na+]. Product: [N+:8]([C:5]1[CH:6]=[CH:7][C:2]([O:16][CH:13]2[CH2:14][CH2:15][O:11][CH2:12]2)=[CH:3][CH:4]=1)([O-:10])=[O:9]. The catalyst class is: 3.